From a dataset of Forward reaction prediction with 1.9M reactions from USPTO patents (1976-2016). Predict the product of the given reaction. (1) Given the reactants [CH3:1][O:2][C:3](=[O:13])[C:4]1[CH:9]=[CH:8][C:7]([O:10][CH3:11])=[CH:6][C:5]=1[CH3:12].[Br:14]N1C(=O)CCC1=O.C(OOC(=O)C1C=CC=CC=1)(=O)C1C=CC=CC=1, predict the reaction product. The product is: [CH3:1][O:2][C:3](=[O:13])[C:4]1[CH:9]=[CH:8][C:7]([O:10][CH3:11])=[CH:6][C:5]=1[CH2:12][Br:14]. (2) The product is: [C:1]([O:5][C:6](=[O:45])[CH2:7][O:8][C:9]1[CH:14]=[CH:13][CH:12]=[C:11]([CH2:15][N:16]([CH2:26][C:27]2[CH:28]=[CH:29][C:30]([C:33]([CH3:44])([CH3:43])[CH2:34][OH:35])=[CH:31][CH:32]=2)[S:17]([C:20]2[CH:21]=[N:22][CH:23]=[CH:24][CH:25]=2)(=[O:19])=[O:18])[CH:10]=1)([CH3:4])([CH3:2])[CH3:3]. Given the reactants [C:1]([O:5][C:6](=[O:45])[CH2:7][O:8][C:9]1[CH:14]=[CH:13][CH:12]=[C:11]([CH2:15][N:16]([CH2:26][C:27]2[CH:32]=[CH:31][C:30]([C:33]([CH3:44])([CH3:43])[CH2:34][O:35][Si](C(C)(C)C)(C)C)=[CH:29][CH:28]=2)[S:17]([C:20]2[CH:21]=[N:22][CH:23]=[CH:24][CH:25]=2)(=[O:19])=[O:18])[CH:10]=1)([CH3:4])([CH3:3])[CH3:2].[F-].C([N+](CCCC)(CCCC)CCCC)CCC.O.C(Cl)Cl, predict the reaction product. (3) The product is: [CH3:16][O:13][C:9]1[C:7]2[N:8]=[C:3]([C:2]([F:1])([F:14])[F:15])[N:4]=[CH:5][C:6]=2[CH2:12][CH2:11][N:10]=1. Given the reactants [F:1][C:2]([F:15])([F:14])[C:3]1[N:4]=[CH:5][C:6]2[CH2:12][CH2:11][NH:10][C:9](=[O:13])[C:7]=2[N:8]=1.[C:16](=O)([O-])[O-].[Na+].[Na+].F[B-](F)(F)F.C[O+](C)C.O, predict the reaction product.